Task: Predict which catalyst facilitates the given reaction.. Dataset: Catalyst prediction with 721,799 reactions and 888 catalyst types from USPTO (1) Reactant: Cl[C:2]1[N:7]=[N:6][C:5]([C:8]([NH2:10])=[O:9])=[C:4]([NH:11][C:12]2[CH:17]=[CH:16][CH:15]=[C:14]([CH2:18][CH2:19][CH3:20])[N:13]=2)[CH:3]=1.[NH2:21][C@@H:22]1[CH2:27][CH2:26][CH2:25][CH2:24][C@@H:23]1[NH:28][C:29](=[O:35])[O:30][C:31]([CH3:34])([CH3:33])[CH3:32]. Product: [C:8]([C:5]1[N:6]=[N:7][C:2]([NH:21][C@@H:22]2[CH2:27][CH2:26][CH2:25][CH2:24][C@@H:23]2[NH:28][C:29](=[O:35])[O:30][C:31]([CH3:33])([CH3:32])[CH3:34])=[CH:3][C:4]=1[NH:11][C:12]1[CH:17]=[CH:16][CH:15]=[C:14]([CH2:18][CH2:19][CH3:20])[N:13]=1)(=[O:9])[NH2:10]. The catalyst class is: 60. (2) Reactant: [CH:1]([O:3][CH2:4][CH2:5][OH:6])=[CH2:2].N([C:9]([CH3:15])([CH3:14])[C:10]([O:12][CH3:13])=O)=N[C:9]([CH3:15])([CH3:14])[C:10]([O:12][CH3:13])=O. Product: [CH:1]([O:3][CH2:4][CH2:5][OH:6])=[CH2:2].[CH:13]([O:12][CH2:10][CH:9]([CH3:15])[CH3:14])=[CH2:1]. The catalyst class is: 5. (3) Reactant: S=[C:2]1[CH2:6][S:5][C:4](=[O:7])[NH:3]1.[CH3:8][N:9]1[CH2:13][CH2:12][CH2:11][CH:10]1[CH2:14][CH2:15][NH2:16].[F:17][C:18]([F:42])([F:41])[C:19]1[CH:36]=[C:35]([C:37]([F:40])([F:39])[F:38])[CH:34]=[CH:33][C:20]=1[CH2:21][O:22][C:23]1[CH:30]=[CH:29][C:26]([CH:27]=O)=[C:25](OC)[CH:24]=1.C[C:44](C)([O-:46])C.[K+]. Product: [F:17][C:18]([F:42])([F:41])[C:19]1[CH:36]=[C:35]([C:37]([F:38])([F:40])[F:39])[CH:34]=[CH:33][C:20]=1[CH2:21][O:22][C:23]1[CH:24]=[CH:25][C:26](/[CH:27]=[C:6]2/[C:2]([NH:16][CH2:15][CH2:14][CH:10]3[CH2:11][CH2:12][CH2:13][N:9]3[CH3:8])=[N:3][C:4](=[O:7])[S:5]/2)=[CH:29][C:30]=1[O:46][CH3:44]. The catalyst class is: 8. (4) Reactant: C(O[C:6]1[C:7](=[O:16])[C:8](=[O:15])[C:9]=1[O:10][CH2:11][CH2:12][CH2:13][CH3:14])CCC.[CH2:17]([C:20]#[N:21])[C:18]#[N:19].[CH2:22]([N:24]([CH2:27][CH3:28])[CH2:25][CH3:26])[CH3:23]. Product: [CH2:11]([O:10][C:9]1[C:6](=[C:17]([C:20]#[N:21])[C:18]#[N:19])[C:7](=[O:16])[C:8]=1[O-:15])[CH2:12][CH2:13][CH3:14].[CH2:22]([NH+:24]([CH2:27][CH3:28])[CH2:25][CH3:26])[CH3:23]. The catalyst class is: 48. (5) Reactant: Br[C:2]1[CH:7]=[CH:6][CH:5]=[C:4]([F:8])[C:3]=1[F:9].[C:10]([N:17]1[CH2:21][CH2:20][C:19](=[O:22])[CH2:18]1)([O:12][C:13]([CH3:16])([CH3:15])[CH3:14])=[O:11]. Product: [F:9][C:3]1[C:4]([F:8])=[CH:5][CH:6]=[CH:7][C:2]=1[C:19]1([OH:22])[CH2:20][CH2:21][N:17]([C:10]([O:12][C:13]([CH3:15])([CH3:14])[CH3:16])=[O:11])[CH2:18]1. The catalyst class is: 27. (6) Reactant: [NH2:1][C:2]1([C:15](=[O:53])[NH:16][CH2:17][CH2:18][CH2:19][N:20]2[C:28]3[C:23](=[C:24]([CH2:29][N:30]4[CH2:35][CH2:34][N:33]([CH2:36][CH2:37][O:38][C:39]5[CH:44]=[CH:43][C:42]([Cl:45])=[CH:41][CH:40]=5)[CH2:32][CH2:31]4)[CH:25]=[CH:26][CH:27]=3)[C:22]([C:46]3[CH:51]=[CH:50][CH:49]=[C:48]([F:52])[CH:47]=3)=[CH:21]2)[CH2:7][CH2:6][N:5](C(OC(C)(C)C)=O)[CH2:4][CH2:3]1.[Cl:54][C:55]1[CH:56]=[CH:57][C:58]([O:63][CH2:64][C:65]2[CH:70]=[CH:69][C:68]([O:71][C:72]([F:75])([F:74])[F:73])=[CH:67][CH:66]=2)=[C:59]([CH:62]=1)[CH:60]=O.[O-]S([O-])(=O)=O.[Mg+2].C(O[BH-](OC(=O)C)OC(=O)C)(=O)C.[Na+]. Product: [Cl:54][C:55]1[CH:56]=[CH:57][C:58]([O:63][CH2:64][C:65]2[CH:70]=[CH:69][C:68]([O:71][C:72]([F:75])([F:74])[F:73])=[CH:67][CH:66]=2)=[C:59]([CH:62]=1)[CH2:60][NH:1][C:2]1([C:15]([NH:16][CH2:17][CH2:18][CH2:19][N:20]2[C:28]3[C:23](=[C:24]([CH2:29][N:30]4[CH2:31][CH2:32][N:33]([CH2:36][CH2:37][O:38][C:39]5[CH:40]=[CH:41][C:42]([Cl:45])=[CH:43][CH:44]=5)[CH2:34][CH2:35]4)[CH:25]=[CH:26][CH:27]=3)[C:22]([C:46]3[CH:51]=[CH:50][CH:49]=[C:48]([F:52])[CH:47]=3)=[CH:21]2)=[O:53])[CH2:3][CH2:4][NH:5][CH2:6][CH2:7]1. The catalyst class is: 26. (7) Reactant: Br[C:2]1[C:3]([CH:23]2[CH2:25][CH2:24]2)=[N:4][C:5]([N:10]2[CH2:15][CH2:14][N:13]([C:16](=[O:21])[CH2:17][CH2:18][O:19][CH3:20])[C@H:12]([CH3:22])[CH2:11]2)=[C:6]([CH:9]=1)[C:7]#[N:8].[Cl:26][C:27]1[CH:32]=[C:31](B(O)O)[CH:30]=[CH:29][N:28]=1.C([O-])([O-])=O.[K+].[K+]. Product: [Cl:26][C:27]1[CH:32]=[C:31]([C:2]2[C:3]([CH:23]3[CH2:24][CH2:25]3)=[N:4][C:5]([N:10]3[CH2:15][CH2:14][N:13]([C:16](=[O:21])[CH2:17][CH2:18][O:19][CH3:20])[C@H:12]([CH3:22])[CH2:11]3)=[C:6]([C:7]#[N:8])[CH:9]=2)[CH:30]=[CH:29][N:28]=1. The catalyst class is: 128. (8) Reactant: [CH2:1]([OH:4])[CH2:2][OH:3].C1(C)C=CC(S(O)(=O)=O)=CC=1.[C:16]([C:18]1([C:25]2[S:26][CH:27]=[CH:28][CH:29]=2)[CH2:23][CH2:22][C:21](=O)[CH2:20][CH2:19]1)#[N:17].O. Product: [C:16]([C:18]1([C:25]2[S:26][CH:27]=[CH:28][CH:29]=2)[CH2:19][CH2:20][C:21]2([O:4][CH2:1][CH2:2][O:3]2)[CH2:22][CH2:23]1)#[N:17]. The catalyst class is: 48.